From a dataset of Full USPTO retrosynthesis dataset with 1.9M reactions from patents (1976-2016). Predict the reactants needed to synthesize the given product. (1) Given the product [CH3:31][C@@H:32]1[CH2:36][CH2:35][C@@H:34]([CH3:37])[N:33]1[C:28]([CH:26]1[CH2:25][CH2:24][C:23]2[C:16]3[C:15]([NH:14][C:6]4[CH:7]=[C:8]5[C:12](=[CH:13][C:5]=4[O:4][CH:2]([CH3:3])[CH3:1])[NH:11][N:10]=[CH:9]5)=[N:20][CH:19]=[N:18][C:17]=3[S:21][C:22]=2[CH2:27]1)=[O:30], predict the reactants needed to synthesize it. The reactants are: [CH3:1][CH:2]([O:4][C:5]1[CH:13]=[C:12]2[C:8]([CH:9]=[N:10][NH:11]2)=[CH:7][C:6]=1[NH:14][C:15]1[C:16]2[C:23]3[CH2:24][CH2:25][CH:26]([C:28]([OH:30])=O)[CH2:27][C:22]=3[S:21][C:17]=2[N:18]=[CH:19][N:20]=1)[CH3:3].[CH3:31][C@@H:32]1[CH2:36][CH2:35][C@@H:34]([CH3:37])[NH:33]1. (2) Given the product [CH3:35][O:34][C:28]1[CH:29]=[C:30]2[C:31]3[C:32](=[O:33])[C:19]4[CH:18]=[CH:17][C:16]5[O:38][C:12]([CH3:39])([CH3:11])[CH:13]=[CH:14][C:15]=5[C:20]=4[O:21][C:22]=3[CH2:23][O:24][C:25]2=[CH:26][C:27]=1[O:36][CH3:37], predict the reactants needed to synthesize it. The reactants are: C([O-])(=O)C.[Na+].II.C(O)C.[CH3:11][C:12]1([CH3:39])[O:38][C:16]2[CH:17]=[CH:18][C:19]3[C:32](=[O:33])[C@@H:31]4[C@@H:22]([CH2:23][O:24][C:25]5[C:30]4=[CH:29][C:28]([O:34][CH3:35])=[C:27]([O:36][CH3:37])[CH:26]=5)[O:21][C:20]=3[C:15]=2[CH:14]=[CH:13]1. (3) Given the product [F:9][C:8]([F:11])([F:10])[C:7]1[C:2]([C:20]2[CH:19]=[CH:7][C:6]([C:12]([OH:13])=[O:15])=[CH:5][CH:4]=2)=[N:3][CH:4]=[CH:5][CH:6]=1, predict the reactants needed to synthesize it. The reactants are: Cl[C:2]1[C:7]([C:8]([F:11])([F:10])[F:9])=[CH:6][CH:5]=[CH:4][N:3]=1.[C:12](=[O:15])([O-])[O-:13].[K+].[K+].O.[C:19](#N)[CH3:20]. (4) Given the product [CH:1]1([C:4]2[CH:5]=[N:6][C:7]([NH:14][C:15]3[CH:24]=[CH:23][C:22]4[C:17](=[CH:18][C:19]([C:25]5[CH:30]=[CH:29][CH:28]=[CH:27][CH:26]=5)=[CH:20][CH:21]=4)[CH:16]=3)=[C:8]([CH:13]=2)[C:9]([OH:11])=[O:10])[CH2:2][CH2:3]1, predict the reactants needed to synthesize it. The reactants are: [CH:1]1([C:4]2[CH:5]=[N:6][C:7]([NH:14][C:15]3[CH:24]=[CH:23][C:22]4[C:17](=[CH:18][C:19]([C:25]5[CH:30]=[CH:29][CH:28]=[CH:27][CH:26]=5)=[CH:20][CH:21]=4)[CH:16]=3)=[C:8]([CH:13]=2)[C:9]([O:11]C)=[O:10])[CH2:3][CH2:2]1.[OH-].[Na+]. (5) Given the product [CH2:1]([O:3][C:4]([CH:6]1[CH2:10][CH2:9][CH2:8][CH:7]1[O:11][CH:13]1[CH2:14][CH2:15][CH2:16][CH2:17][O:12]1)=[O:5])[CH3:2], predict the reactants needed to synthesize it. The reactants are: [CH2:1]([O:3][C:4]([CH:6]1[CH2:10][CH2:9][CH2:8][CH:7]1[OH:11])=[O:5])[CH3:2].[O:12]1[CH:17]=[CH:16][CH2:15][CH2:14][CH2:13]1.C1(C)C=CC(S([O-])(=O)=O)=CC=1.[NH+]1C=CC=CC=1. (6) Given the product [C:9]([O:13][C:14](=[O:20])[CH:15]([CH3:2])[CH2:16][C:17]([OH:19])=[O:18])([CH3:12])([CH3:10])[CH3:11], predict the reactants needed to synthesize it. The reactants are: [Li+].[CH3:2]C([N-]C(C)C)C.[C:9]([O:13][C:14](=[O:20])[CH2:15][CH2:16][C:17]([OH:19])=[O:18])([CH3:12])([CH3:11])[CH3:10].CI. (7) Given the product [CH2:1]([N:8]1[CH2:9][CH2:10][CH:11]2[CH:24]([CH:25]([C:26]([O:28][CH2:29][CH3:30])=[O:27])[CH2:14][CH:13]=[CH:12]2)[CH2:23]1)[C:2]1[CH:7]=[CH:6][CH:5]=[CH:4][CH:3]=1, predict the reactants needed to synthesize it. The reactants are: [CH2:1]([NH:8][CH2:9][CH2:10][CH:11]=[CH:12][CH:13]=[CH2:14])[C:2]1[CH:7]=[CH:6][CH:5]=[CH:4][CH:3]=1.C(N(CC)CC)C.Br[CH2:23][CH:24]=[CH:25][C:26]([O:28][CH2:29][CH3:30])=[O:27].O. (8) The reactants are: [Br:1][C:2]1[N:7]=[C:6]([C:8](C)([C:14](OCC)=O)[C:9]([O:11]CC)=[O:10])[CH:5]=[CH:4][C:3]=1[NH:20]S(C)(=O)=O.[OH-].[Na+].C(O)(=O)C. Given the product [NH2:20][C:3]1[CH:4]=[CH:5][C:6]([CH:8]([CH3:14])[C:9]([OH:11])=[O:10])=[N:7][C:2]=1[Br:1], predict the reactants needed to synthesize it. (9) Given the product [CH3:1][C:2]1[CH:7]=[CH:6][CH:5]=[C:4]([CH3:8])[C:3]=1[NH:9][C:10](=[O:13])[CH2:11][N:19]1[CH2:18][CH:17]([CH3:21])[NH:16][CH:15]([CH3:14])[CH2:20]1, predict the reactants needed to synthesize it. The reactants are: [CH3:1][C:2]1[CH:7]=[CH:6][CH:5]=[C:4]([CH3:8])[C:3]=1[NH:9][C:10](=[O:13])[CH2:11]Cl.[CH3:14][CH:15]1[CH2:20][NH:19][CH2:18][CH:17]([CH3:21])[NH:16]1.C(NC(C)C)(C)C.